Task: Regression. Given two drug SMILES strings and cell line genomic features, predict the synergy score measuring deviation from expected non-interaction effect.. Dataset: Merck oncology drug combination screen with 23,052 pairs across 39 cell lines Drug 1: Cc1nc(Nc2ncc(C(=O)Nc3c(C)cccc3Cl)s2)cc(N2CCN(CCO)CC2)n1. Drug 2: Cn1cc(-c2cnn3c(N)c(Br)c(C4CCCNC4)nc23)cn1. Cell line: PA1. Synergy scores: synergy=29.5.